Dataset: Full USPTO retrosynthesis dataset with 1.9M reactions from patents (1976-2016). Task: Predict the reactants needed to synthesize the given product. Given the product [C:22]1([S:19]([CH:18]([F:17])/[C:8](=[N:9]\[S:10]([C:13]([CH3:16])([CH3:15])[CH3:14])(=[O:12])=[O:11])/[C:4]2[CH:5]=[CH:6][CH:7]=[C:2]([Br:1])[CH:3]=2)(=[O:21])=[O:20])[CH:23]=[CH:24][CH:25]=[CH:26][CH:27]=1, predict the reactants needed to synthesize it. The reactants are: [Br:1][C:2]1[CH:3]=[C:4](/[CH:8]=[N:9]\[S:10]([C:13]([CH3:16])([CH3:15])[CH3:14])(=[O:12])=[O:11])[CH:5]=[CH:6][CH:7]=1.[F:17][CH2:18][S:19]([C:22]1[CH:27]=[CH:26][CH:25]=[CH:24][CH:23]=1)(=[O:21])=[O:20].[Li+].C[Si]([N-][Si](C)(C)C)(C)C.